This data is from Catalyst prediction with 721,799 reactions and 888 catalyst types from USPTO. The task is: Predict which catalyst facilitates the given reaction. (1) Reactant: [N:1]12[CH2:8][CH2:7][C:4]([C:9]([C:18]3[CH:23]=[CH:22][C:21]([F:24])=[CH:20][CH:19]=3)([C:11]3[CH:16]=[CH:15][C:14]([F:17])=[CH:13][CH:12]=3)[OH:10])([CH2:5][CH2:6]1)[CH2:3][CH2:2]2.[C:25]1([CH2:31][O:32][CH2:33][CH2:34][Br:35])[CH:30]=[CH:29][CH:28]=[CH:27][CH:26]=1. Product: [Br-:35].[F:17][C:14]1[CH:15]=[CH:16][C:11]([C:9]([C:18]2[CH:19]=[CH:20][C:21]([F:24])=[CH:22][CH:23]=2)([OH:10])[C:4]23[CH2:5][CH2:6][N+:1]([CH2:34][CH2:33][O:32][CH2:31][C:25]4[CH:30]=[CH:29][CH:28]=[CH:27][CH:26]=4)([CH2:2][CH2:3]2)[CH2:8][CH2:7]3)=[CH:12][CH:13]=1. The catalyst class is: 23. (2) Reactant: [C:1]([C:3]1[CH:12]=[CH:11][C:10](F)=[CH:9][C:4]=1[C:5]([O:7][CH3:8])=[O:6])#[N:2].[Br:14][C:15]1[CH:22]=[CH:21][C:20]([OH:23])=[CH:19][C:16]=1[CH:17]=[O:18].C(=O)([O-])[O-].[K+].[K+].O. Product: [Br:14][C:15]1[CH:22]=[CH:21][C:20]([O:23][C:10]2[CH:11]=[CH:12][C:3]([C:1]#[N:2])=[C:4]([CH:9]=2)[C:5]([O:7][CH3:8])=[O:6])=[CH:19][C:16]=1[CH:17]=[O:18]. The catalyst class is: 9. (3) Reactant: [CH3:1][C@@H:2]1[N:7]([C:8]([O:10][CH2:11][CH:12]=[CH2:13])=[O:9])[CH2:6][CH2:5][C:4]([C:14]([O:16]CC)=O)=[CH:3]1.Br[CH2:20][Cl:21].C([Li])CCC.CCCCCC.P([O-])([O-])([O-])=O. Product: [Cl:21][CH2:20][C:14]([C:4]1[CH2:5][CH2:6][N:7]([C:8]([O:10][CH2:11][CH:12]=[CH2:13])=[O:9])[C@@H:2]([CH3:1])[CH:3]=1)=[O:16]. The catalyst class is: 56. (4) Reactant: [CH:1](O)=O.[NH:4]1[CH2:7][CH:6]([O:8][C:9]2[CH:14]=[CH:13][CH:12]=[CH:11][C:10]=2[C:15]([N:17]2[CH2:31][C:20]3=[C:21]4[N:26]([N:27]=[C:19]3[CH2:18]2)[C:25]([CH3:28])=[C:24]([Cl:29])[C:23]([CH3:30])=[N:22]4)=[O:16])[CH2:5]1.C=O.C(O[BH-](OC(=O)C)OC(=O)C)(=O)C.[Na+].[OH-].[Na+]. Product: [Cl:29][C:24]1[C:23]([CH3:30])=[N:22][C:21]2[N:26]([N:27]=[C:19]3[CH2:18][N:17]([C:15]([C:10]4[CH:11]=[CH:12][CH:13]=[CH:14][C:9]=4[O:8][CH:6]4[CH2:7][N:4]([CH3:1])[CH2:5]4)=[O:16])[CH2:31][C:20]3=2)[C:25]=1[CH3:28]. The catalyst class is: 26. (5) Product: [NH:4]1[C:5]2[CH:34]=[CH:33][CH:32]=[CH:31][C:6]=2[N:7]=[CH:3]1. Reactant: FC(F)[C:3]1[N:7](C2N=C(N3CCOCC3)N=C(N3CCN(S(C=C)(=O)=O)CC3)N=2)[C:6]2[CH:31]=[CH:32][CH:33]=[C:34](OC)[C:5]=2[N:4]=1.FC(F)(F)C(O)=O.N1CCS(=O)CC1.CCN(C(C)C)C(C)C. The catalyst class is: 1. (6) Reactant: [Cl:1][C:2]1[CH:7]=[CH:6][C:5]([N:8]2[C@@H:12]([C:13]3[CH:18]=[CH:17][CH:16]=[C:15]([OH:19])[CH:14]=3)[CH2:11][O:10][C:9]2=[O:20])=[CH:4][CH:3]=1.C([O-])([O-])=O.[Cs+].[Cs+].Cl[C:28]1[N:33]=[CH:32][CH:31]=[CH:30][N:29]=1. Product: [Cl:1][C:2]1[CH:3]=[CH:4][C:5]([N:8]2[C@@H:12]([C:13]3[CH:18]=[CH:17][CH:16]=[C:15]([O:19][C:28]4[N:33]=[CH:32][CH:31]=[CH:30][N:29]=4)[CH:14]=3)[CH2:11][O:10][C:9]2=[O:20])=[CH:6][CH:7]=1. The catalyst class is: 3. (7) Reactant: C[O:2][C:3]([C:5]1[C:13]2[N:12]=[C:11]([C:14]3[CH:19]=[CH:18][C:17]([C:20]4[CH:25]=[CH:24][CH:23]=[CH:22][CH:21]=4)=[CH:16][CH:15]=3)[NH:10][C:9]=2[CH:8]=[CH:7][CH:6]=1)=[O:4].[OH-].[Na+].Cl. Product: [C:17]1([C:20]2[CH:21]=[CH:22][CH:23]=[CH:24][CH:25]=2)[CH:18]=[CH:19][C:14]([C:11]2[NH:10][C:9]3[CH:8]=[CH:7][CH:6]=[C:5]([C:3]([OH:4])=[O:2])[C:13]=3[N:12]=2)=[CH:15][CH:16]=1. The catalyst class is: 20. (8) Reactant: [CH2:1]([C:5]1[N:10]2[N:11]=[CH:12][N:13]=[C:9]2[N:8]([CH:14]2[CH2:23][CH2:22][C:17]3(OCC[O:18]3)[CH2:16][CH2:15]2)[C:7](=[O:24])[C:6]=1[CH2:25][C:26]1[CH:31]=[CH:30][C:29]([C:32]2[C:33]([C:38]#[N:39])=[CH:34][CH:35]=[CH:36][CH:37]=2)=[CH:28][CH:27]=1)[CH2:2][CH2:3][CH3:4].O.C1(C)C=CC(S(O)(=O)=O)=CC=1.CO.O1CCCC1. Product: [CH2:1]([C:5]1[N:10]2[N:11]=[CH:12][N:13]=[C:9]2[N:8]([CH:14]2[CH2:15][CH2:16][C:17](=[O:18])[CH2:22][CH2:23]2)[C:7](=[O:24])[C:6]=1[CH2:25][C:26]1[CH:31]=[CH:30][C:29]([C:32]2[C:33]([C:38]#[N:39])=[CH:34][CH:35]=[CH:36][CH:37]=2)=[CH:28][CH:27]=1)[CH2:2][CH2:3][CH3:4]. The catalyst class is: 13. (9) Reactant: [CH3:1][N:2]1[C:6]([CH2:7]O)=[C:5]([CH3:9])[CH:4]=[N:3]1.S(Cl)([Cl:12])=O. Product: [Cl:12][CH2:7][C:6]1[N:2]([CH3:1])[N:3]=[CH:4][C:5]=1[CH3:9]. The catalyst class is: 4.